Dataset: Full USPTO retrosynthesis dataset with 1.9M reactions from patents (1976-2016). Task: Predict the reactants needed to synthesize the given product. (1) Given the product [C:1]([NH:8][C:23](=[O:24])[C:22]([Br:21])([CH3:27])[CH2:26][CH2:13][CH2:12][NH2:15])([O:3][C:4]([CH3:5])([CH3:7])[CH3:6])=[O:2], predict the reactants needed to synthesize it. The reactants are: [C:1]([NH:8]CCN)([O:3][C:4]([CH3:7])([CH3:6])[CH3:5])=[O:2].[CH:12]([N:15](C(C)C)CC)(C)[CH3:13].[Br:21][C:22]([CH3:27])([CH3:26])[C:23](Br)=[O:24].C(OCC)(=O)C.ClCCl. (2) Given the product [N:1]([C@H:4]1[C@H:8]([F:23])[CH2:7][N:6]([C:10]([O:12][C:13]([CH3:16])([CH3:15])[CH3:14])=[O:11])[CH2:5]1)=[N+:2]=[N-:3], predict the reactants needed to synthesize it. The reactants are: [N:1]([C@H:4]1[C@H:8](O)[CH2:7][N:6]([C:10]([O:12][C:13]([CH3:16])([CH3:15])[CH3:14])=[O:11])[CH2:5]1)=[N+:2]=[N-:3].CCN(S(F)(F)[F:23])CC.C([O-])([O-])=O.[Na+].[Na+].